Task: Predict the product of the given reaction.. Dataset: Forward reaction prediction with 1.9M reactions from USPTO patents (1976-2016) (1) Given the reactants Cl.[CH2:2]([N:9]1[CH2:14][CH2:13][CH:12]([C:15]([O:17]CC)=O)[C:11](=O)[CH2:10]1)[C:3]1[CH:8]=[CH:7][CH:6]=[CH:5][CH:4]=1.Cl.[NH2:22][C:23]([NH2:25])=[NH:24].C[O-].[Na+], predict the reaction product. The product is: [NH2:24][C:23]1[N:25]=[C:11]2[CH2:10][N:9]([CH2:2][C:3]3[CH:8]=[CH:7][CH:6]=[CH:5][CH:4]=3)[CH2:14][CH2:13][CH:12]2[C:15](=[O:17])[N:22]=1. (2) Given the reactants [Cl:1][C:2]1[C:7]([C:8]([NH:10][C:11]2[CH:16]=[CH:15][CH:14]=[CH:13][CH:12]=2)=[O:9])=[C:6]([CH3:17])[C:5]([N+:18]([O-])=O)=[CH:4][CH:3]=1.ClC1C([N+]([O-])=O)=CC=C(C)C=1C(NC1C=CC=CC=1)=O.O.O.Cl[Sn]Cl, predict the reaction product. The product is: [NH2:18][C:5]1[C:6]([CH3:17])=[C:7]([C:2]([Cl:1])=[CH:3][CH:4]=1)[C:8]([NH:10][C:11]1[CH:16]=[CH:15][CH:14]=[CH:13][CH:12]=1)=[O:9]. (3) Given the reactants [CH3:1][C:2]1[CH:6]=[CH:5][NH:4][N:3]=1.[C:7]1([S:13](Cl)(=[O:15])=[O:14])[CH:12]=[CH:11][CH:10]=[CH:9][CH:8]=1.C(N(CC)CC)C, predict the reaction product. The product is: [C:7]1([S:13]([N:4]2[CH:5]=[CH:6][C:2]([CH3:1])=[N:3]2)(=[O:15])=[O:14])[CH:12]=[CH:11][CH:10]=[CH:9][CH:8]=1. (4) Given the reactants Br[C:2]1[CH:3]=[CH:4][CH:5]=[C:6]2[C:11]=1[NH:10][C:9](=[O:12])[CH:8]=[CH:7]2.[C:13]1(B(O)O)[C:22]2[C:17](=[CH:18][CH:19]=[CH:20][CH:21]=2)[CH:16]=[CH:15][CH:14]=1, predict the reaction product. The product is: [C:21]1([C:2]2[CH:3]=[CH:4][CH:5]=[C:6]3[C:11]=2[NH:10][C:9](=[O:12])[CH:8]=[CH:7]3)[C:22]2[C:17](=[CH:16][CH:15]=[CH:14][CH:13]=2)[CH:18]=[CH:19][CH:20]=1. (5) Given the reactants Cl[C:2]1[C:3]2[N:4]([C:10]([C:13]([O:15][CH2:16][CH3:17])=[O:14])=[CH:11][CH:12]=2)[N:5]=[CH:6][C:7]=1[C:8]#[N:9].Cl.[CH3:19][CH:20]1[CH2:25][CH2:24][CH2:23][CH2:22][CH:21]1[NH2:26].C(N(CC)CC)C, predict the reaction product. The product is: [C:8]([C:7]1[CH:6]=[N:5][N:4]2[C:10]([C:13]([O:15][CH2:16][CH3:17])=[O:14])=[CH:11][CH:12]=[C:3]2[C:2]=1[NH:26][CH:21]1[CH2:22][CH2:23][CH2:24][CH2:25][CH:20]1[CH3:19])#[N:9]. (6) Given the reactants [CH3:1][C:2]1[C:3]([CH2:11][S:12][C:13]2[NH:17][C:16]3[CH:18]=[CH:19][C:20]([O:22][CH3:23])=[CH:21][C:15]=3[N:14]=2)=[N:4][CH:5]=[C:6]([CH3:10])[C:7]=1[O:8][CH3:9].[OH-].[Na+].[O-:26]S([O-])(=S)=O.[Na+].[Na+].C(O)(=O)C, predict the reaction product. The product is: [CH3:10][C:6]1[CH:5]=[N:4][C:3]([CH2:11][S+:12]([O-:26])[C:13]2[NH:17][C:16]3[CH:18]=[CH:19][C:20]([O:22][CH3:23])=[CH:21][C:15]=3[N:14]=2)=[C:2]([CH3:1])[C:7]=1[O:8][CH3:9].